From a dataset of NCI-60 drug combinations with 297,098 pairs across 59 cell lines. Regression. Given two drug SMILES strings and cell line genomic features, predict the synergy score measuring deviation from expected non-interaction effect. (1) Drug 1: C1=CC(=CC=C1CCC2=CNC3=C2C(=O)NC(=N3)N)C(=O)NC(CCC(=O)O)C(=O)O. Drug 2: C1=CC=C(C(=C1)C(C2=CC=C(C=C2)Cl)C(Cl)Cl)Cl. Cell line: MCF7. Synergy scores: CSS=35.5, Synergy_ZIP=0.170, Synergy_Bliss=-0.286, Synergy_Loewe=-10.1, Synergy_HSA=0.183. (2) Cell line: A498. Drug 2: C#CCC(CC1=CN=C2C(=N1)C(=NC(=N2)N)N)C3=CC=C(C=C3)C(=O)NC(CCC(=O)O)C(=O)O. Drug 1: COC1=C(C=C2C(=C1)N=CN=C2NC3=CC(=C(C=C3)F)Cl)OCCCN4CCOCC4. Synergy scores: CSS=27.9, Synergy_ZIP=-8.75, Synergy_Bliss=-5.95, Synergy_Loewe=-3.77, Synergy_HSA=-3.82. (3) Drug 1: C1CN1P(=S)(N2CC2)N3CC3. Drug 2: CN(CCCl)CCCl.Cl. Cell line: HCT116. Synergy scores: CSS=35.2, Synergy_ZIP=-10.2, Synergy_Bliss=-12.1, Synergy_Loewe=-25.5, Synergy_HSA=-12.7. (4) Drug 2: CC(C)CN1C=NC2=C1C3=CC=CC=C3N=C2N. Cell line: TK-10. Synergy scores: CSS=0.701, Synergy_ZIP=-5.11, Synergy_Bliss=-2.51, Synergy_Loewe=-15.4, Synergy_HSA=-3.86. Drug 1: CN1CCC(CC1)COC2=C(C=C3C(=C2)N=CN=C3NC4=C(C=C(C=C4)Br)F)OC. (5) Drug 1: CC1CCC2CC(C(=CC=CC=CC(CC(C(=O)C(C(C(=CC(C(=O)CC(OC(=O)C3CCCCN3C(=O)C(=O)C1(O2)O)C(C)CC4CCC(C(C4)OC)O)C)C)O)OC)C)C)C)OC. Drug 2: CCC1(CC2CC(C3=C(CCN(C2)C1)C4=CC=CC=C4N3)(C5=C(C=C6C(=C5)C78CCN9C7C(C=CC9)(C(C(C8N6C)(C(=O)OC)O)OC(=O)C)CC)OC)C(=O)OC)O.OS(=O)(=O)O. Cell line: OVCAR-8. Synergy scores: CSS=-0.262, Synergy_ZIP=0.890, Synergy_Bliss=-0.136, Synergy_Loewe=-1.74, Synergy_HSA=-2.27. (6) Drug 1: CN(C)N=NC1=C(NC=N1)C(=O)N. Drug 2: C1=NC(=NC(=O)N1C2C(C(C(O2)CO)O)O)N. Cell line: OVCAR-5. Synergy scores: CSS=-2.41, Synergy_ZIP=-0.804, Synergy_Bliss=-4.57, Synergy_Loewe=-8.51, Synergy_HSA=-6.03. (7) Drug 1: CCCCC(=O)OCC(=O)C1(CC(C2=C(C1)C(=C3C(=C2O)C(=O)C4=C(C3=O)C=CC=C4OC)O)OC5CC(C(C(O5)C)O)NC(=O)C(F)(F)F)O. Drug 2: CC(C)(C#N)C1=CC(=CC(=C1)CN2C=NC=N2)C(C)(C)C#N. Cell line: KM12. Synergy scores: CSS=40.6, Synergy_ZIP=-0.540, Synergy_Bliss=-2.95, Synergy_Loewe=-6.38, Synergy_HSA=-1.57.